From a dataset of Reaction yield outcomes from USPTO patents with 853,638 reactions. Predict the reaction yield, written as a fraction of the theoretical maximum amount of product (1.0 means a 100% yield; for example, 0.34 means a 34% yield). The reactants are [O:1]1[CH:5]=[CH:4][CH:3]=[C:2]1[C:6]([OH:8])=O.C(N1C=CN=C1)(N1C=CN=C1)=O.[NH2:21][C@H:22]([C:33]1[NH:34][CH:35]=[C:36]([C:38]2[CH:43]=[CH:42][CH:41]=[CH:40][CH:39]=2)[N:37]=1)[CH2:23][C:24]1[C:32]2[C:27](=[CH:28][CH:29]=[CH:30][CH:31]=2)[NH:26][CH:25]=1. No catalyst specified. The product is [O:1]1[CH:5]=[CH:4][CH:3]=[C:2]1[C:6]([NH:21][C@H:22]([C:33]1[NH:34][CH:35]=[C:36]([C:38]2[CH:43]=[CH:42][CH:41]=[CH:40][CH:39]=2)[N:37]=1)[CH2:23][C:24]1[C:32]2[C:27](=[CH:28][CH:29]=[CH:30][CH:31]=2)[NH:26][CH:25]=1)=[O:8]. The yield is 0.940.